This data is from Catalyst prediction with 721,799 reactions and 888 catalyst types from USPTO. The task is: Predict which catalyst facilitates the given reaction. (1) Reactant: [F:1][C:2]([F:43])([F:42])[C:3]1[CH:8]=[CH:7][C:6]([C:9]2[CH:14]=[CH:13][CH:12]=[CH:11][C:10]=2[C:15]([NH:17][C:18]2[CH:41]=[CH:40][C:21]([C:22]([NH:24][CH2:25][CH2:26][C:27]3[N:28]=[C:29]([NH:32]C(=O)OC(C)(C)C)[S:30][CH:31]=3)=[O:23])=[CH:20][CH:19]=2)=[O:16])=[CH:5][CH:4]=1.FC(F)(F)C(O)=O. Product: [NH2:32][C:29]1[S:30][CH:31]=[C:27]([CH2:26][CH2:25][NH:24][C:22]([C:21]2[CH:20]=[CH:19][C:18]([NH:17][C:15]([C:10]3[C:9]([C:6]4[CH:5]=[CH:4][C:3]([C:2]([F:43])([F:1])[F:42])=[CH:8][CH:7]=4)=[CH:14][CH:13]=[CH:12][CH:11]=3)=[O:16])=[CH:41][CH:40]=2)=[O:23])[N:28]=1. The catalyst class is: 4. (2) Reactant: I[CH2:2][C:3]1[S:4][CH:5]=[C:6]([C:8]2[CH:13]=[CH:12][CH:11]=[C:10]([C:14]([F:17])([F:16])[F:15])[CH:9]=2)[N:7]=1.[F:18][C:19]1[CH:20]=[C:21](B(O)O)[CH:22]=[CH:23][C:24]=1[C:25]([O:27][CH3:28])=[O:26].C(=O)([O-])[O-].[Cs+].[Cs+]. Product: [F:18][C:19]1[CH:20]=[C:21]([CH2:2][C:3]2[S:4][CH:5]=[C:6]([C:8]3[CH:13]=[CH:12][CH:11]=[C:10]([C:14]([F:17])([F:16])[F:15])[CH:9]=3)[N:7]=2)[CH:22]=[CH:23][C:24]=1[C:25]([O:27][CH3:28])=[O:26]. The catalyst class is: 30.